Dataset: Reaction yield outcomes from USPTO patents with 853,638 reactions. Task: Predict the reaction yield, written as a fraction of the theoretical maximum amount of product (1.0 means a 100% yield; for example, 0.34 means a 34% yield). The reactants are CS(O[CH2:6][CH2:7][N:8]1[CH2:12][CH2:11][N:10]([CH2:13][CH2:14][CH2:15][N:16]2[CH2:21][CH2:20][CH2:19][CH2:18][CH2:17]2)[C:9]1=[C:22]([C:25]#[N:26])[C:23]#[N:24])(=O)=O.[CH:27]1([NH2:33])[CH2:32][CH2:31][CH2:30][CH2:29][CH2:28]1.[I-].[K+].[C:36]([OH:43])(=[O:42])/[CH:37]=[CH:38]/[C:39]([OH:41])=[O:40].CO. The catalyst is O1CCOCC1.O. The product is [C:36]([OH:43])(=[O:42])/[CH:37]=[CH:38]/[C:39]([OH:41])=[O:40].[C:36]([OH:43])(=[O:42])/[CH:37]=[CH:38]/[C:39]([OH:41])=[O:40].[CH:27]1([NH:33][CH2:6][CH2:7][N:8]2[CH2:12][CH2:11][N:10]([CH2:13][CH2:14][CH2:15][N:16]3[CH2:21][CH2:20][CH2:19][CH2:18][CH2:17]3)[C:9]2=[C:22]([C:25]#[N:26])[C:23]#[N:24])[CH2:32][CH2:31][CH2:30][CH2:29][CH2:28]1. The yield is 0.297.